This data is from Forward reaction prediction with 1.9M reactions from USPTO patents (1976-2016). The task is: Predict the product of the given reaction. (1) The product is: [CH:36]([C:33]1([C:28]2([CH3:27])[O:29][CH2:30][CH2:31][O:32]2)[CH2:34][CH2:35]1)=[CH:2][CH2:3][CH2:4][CH2:5][CH2:6][CH3:7]. Given the reactants [Br-].[CH2:2]([P+](C1C=CC=CC=1)(C1C=CC=CC=1)C1C=CC=CC=1)[CH2:3][CH2:4][CH2:5][CH2:6][CH3:7].[CH3:27][C:28]1([C:33]2([CH:36]=O)[CH2:35][CH2:34]2)[O:32][CH2:31][CH2:30][O:29]1, predict the reaction product. (2) Given the reactants [C:1]([C:5]1[S:13][C:12]2[C:11]([OH:14])=[N:10][C:9]([C:15]3[CH:20]=[CH:19][N:18]=[CH:17][CH:16]=3)=[N:8][C:7]=2[CH:6]=1)([CH3:4])([CH3:3])[CH3:2].[CH:21]([C:24]1[CH:29]=[C:28]([CH:30]([CH3:32])[CH3:31])[CH:27]=[C:26]([CH:33]([CH3:35])[CH3:34])[C:25]=1[S:36](Cl)(=[O:38])=[O:37])([CH3:23])[CH3:22].CCN(CC)CC, predict the reaction product. The product is: [C:1]([C:5]1[S:13][C:12]2[C:11]([O:14][S:36]([C:25]3[C:26]([CH:33]([CH3:34])[CH3:35])=[CH:27][C:28]([CH:30]([CH3:32])[CH3:31])=[CH:29][C:24]=3[CH:21]([CH3:23])[CH3:22])(=[O:38])=[O:37])=[N:10][C:9]([C:15]3[CH:16]=[CH:17][N:18]=[CH:19][CH:20]=3)=[N:8][C:7]=2[CH:6]=1)([CH3:4])([CH3:2])[CH3:3]. (3) Given the reactants CS(Cl)(=O)=O.[OH:6][CH2:7][C:8]1[S:12][CH:11]=[N:10][CH:9]=1.C(N(CC)C(C)C)(C)C.[CH3:22][N:23]([CH3:46])[CH2:24][CH2:25][O:26][C:27]1[CH:36]=[CH:35][CH:34]=[C:33]2[C:28]=1[C:29]([NH:37][C:38]1[CH:43]=[CH:42][C:41](O)=[C:40]([F:45])[CH:39]=1)=[N:30][CH:31]=[N:32]2.C(=O)([O-])[O-].[K+].[K+].C1OCCOCCOCCOCCOCCOC1, predict the reaction product. The product is: [CH3:22][N:23]([CH3:46])[CH2:24][CH2:25][O:26][C:27]1[CH:36]=[CH:35][CH:34]=[C:33]2[C:28]=1[C:29]([NH:37][C:38]1[CH:43]=[CH:42][C:41]([O:6][CH2:7][C:8]3[S:12][CH:11]=[N:10][CH:9]=3)=[C:40]([F:45])[CH:39]=1)=[N:30][CH:31]=[N:32]2. (4) Given the reactants [C:1]1([CH3:11])[CH:6]=[CH:5][C:4]([S:7](Cl)(=[O:9])=[O:8])=[CH:3][CH:2]=1.[C:12]([O:15][C@H:16]1[C@@:38]2([CH3:39])[C:28](=[CH:29][CH2:30][C@@H:31]2[C:32]2([O:37][CH2:36][CH2:35][O:34]2)[CH3:33])[C@H:27]2[C@@H:18]([C@:19]3([CH3:41])[C:24](=[CH:25][CH2:26]2)[CH2:23][C@@H:22]([OH:40])[CH2:21][CH2:20]3)[CH2:17]1)(=[O:14])[CH3:13].O, predict the reaction product. The product is: [C:12]([O:15][C@H:16]1[C@@:38]2([CH3:39])[C:28](=[CH:29][CH2:30][C@:31]32[O:34][CH2:35][CH2:36][O:37][CH:32]3[CH3:33])[C@H:27]2[C@@H:18]([C@:19]3([CH3:41])[C:24](=[CH:25][CH2:26]2)[CH2:23][C@@H:22]([O:40][S:7]([C:4]2[CH:5]=[CH:6][C:1]([CH3:11])=[CH:2][CH:3]=2)(=[O:9])=[O:8])[CH2:21][CH2:20]3)[CH2:17]1)(=[O:14])[CH3:13]. (5) Given the reactants [CH2:1]([C:8]1[CH:19]=[CH:18][C:11]([CH2:12][CH:13]([OH:17])[NH:14][CH2:15][CH3:16])=[CH:10][CH:9]=1)[C:2]1[CH:7]=[CH:6][CH:5]=[CH:4][CH:3]=1.C(N(CC)CC)C.[O:27]1C[CH2:30][CH2:29][CH2:28]1.C([O-])(=O)C=C.[Cl-], predict the reaction product. The product is: [C:28]([O:17][CH:13]([NH:14][CH2:15][CH3:16])[CH2:12][C:11]1[CH:18]=[CH:19][C:8]([CH2:1][C:2]2[CH:3]=[CH:4][CH:5]=[CH:6][CH:7]=2)=[CH:9][CH:10]=1)(=[O:27])[CH:29]=[CH2:30]. (6) Given the reactants [Cl:1][C:2]1[CH:7]=[CH:6][C:5]([S:8]([NH:11][C:12]2[C:13]([C:18](O)=[O:19])=[N:14][CH:15]=[CH:16][N:17]=2)(=[O:10])=[O:9])=[CH:4][C:3]=1[C:21]([F:24])([F:23])[F:22].[NH:25]1[CH2:30][CH2:29][O:28][CH2:27][CH2:26]1.CCN(C(C)C)C(C)C.CCCP1(OP(CCC)(=O)OP(CCC)(=O)O1)=O, predict the reaction product. The product is: [Cl:1][C:2]1[CH:7]=[CH:6][C:5]([S:8]([NH:11][C:12]2[C:13]([C:18]([N:25]3[CH2:30][CH2:29][O:28][CH2:27][CH2:26]3)=[O:19])=[N:14][CH:15]=[CH:16][N:17]=2)(=[O:9])=[O:10])=[CH:4][C:3]=1[C:21]([F:24])([F:22])[F:23]. (7) Given the reactants CC[CH2:3][CH2:4][CH3:5].[C:6]([Li])([CH3:9])([CH3:8])[CH3:7].[Cl:11][C:12]1[C:20]2[N:19]=[C:18]([NH:21][C:22]3[C:27]([CH3:28])=[CH:26][C:25]([Cl:29])=[CH:24][C:23]=3[O:30][CH3:31])[N:17]([CH3:32])[C:16]=2[C:15]([C:33]([O:35]C)=O)=[CH:14][CH:13]=1.[CH2:37](OCC)C, predict the reaction product. The product is: [Cl:11][C:12]1[C:20]2[N:19]=[C:18]([NH:21][C:22]3[C:27]([CH3:28])=[CH:26][C:25]([Cl:29])=[CH:24][C:23]=3[O:30][CH3:31])[N:17]([CH3:32])[C:16]=2[C:15]([C:33]([OH:35])([C:4]([CH3:3])([CH3:5])[CH3:37])[C:6]([CH3:9])([CH3:8])[CH3:7])=[CH:14][CH:13]=1.